Dataset: TCR-epitope binding with 47,182 pairs between 192 epitopes and 23,139 TCRs. Task: Binary Classification. Given a T-cell receptor sequence (or CDR3 region) and an epitope sequence, predict whether binding occurs between them. (1) The epitope is TPRVTGGGAM. The TCR CDR3 sequence is CSVVGFLNTEAFF. Result: 0 (the TCR does not bind to the epitope). (2) The epitope is EILDITPCSF. The TCR CDR3 sequence is CASSELGARVYEQYF. Result: 0 (the TCR does not bind to the epitope). (3) The epitope is ILKEPVHGV. The TCR CDR3 sequence is CASKAGGSYNEQFF. Result: 0 (the TCR does not bind to the epitope). (4) The epitope is YLDAYNMMI. The TCR CDR3 sequence is CASSLEAGGGYLEKLFF. Result: 0 (the TCR does not bind to the epitope). (5) The epitope is RIFTIGTVTLK. The TCR CDR3 sequence is CASSEVFGANTEAFF. Result: 0 (the TCR does not bind to the epitope). (6) The epitope is SLFNTVATLY. The TCR CDR3 sequence is CASSQEPGIWEQYF. Result: 0 (the TCR does not bind to the epitope). (7) The epitope is GLCTLVAML. The TCR CDR3 sequence is CASSIGTFETQYF. Result: 1 (the TCR binds to the epitope).